This data is from CYP3A4 inhibition data for predicting drug metabolism from PubChem BioAssay. The task is: Regression/Classification. Given a drug SMILES string, predict its absorption, distribution, metabolism, or excretion properties. Task type varies by dataset: regression for continuous measurements (e.g., permeability, clearance, half-life) or binary classification for categorical outcomes (e.g., BBB penetration, CYP inhibition). Dataset: cyp3a4_veith. (1) The drug is CO[C@@H]1COC(=O)[C@H]2CCCN2C(=O)C/C=C\[C@@H](C)[C@H](OC)COC(=O)[C@H]2CCCN2C(=O)C/C=C\[C@H]1C. The result is 0 (non-inhibitor). (2) The molecule is Cc1cnc(CNc2nc(-c3ccoc3)nc3ccccc23)cn1. The result is 1 (inhibitor). (3) The molecule is O=C(Nc1cccc(NC(=O)N2CCN(c3ccccc3)CC2)c1)N1CCN(c2ccccc2)CC1. The result is 1 (inhibitor). (4) The molecule is COc1ccc(-c2nc3cnc(Oc4cccc(Cl)c4)nc3n(CCC#N)c2=O)cc1. The result is 0 (non-inhibitor). (5) The drug is CC(=O)Nc1ccc(S(=O)(=O)c2ccc(N)cc2)cc1. The result is 0 (non-inhibitor). (6) The molecule is Cc1ccc(-c2c3c(nc4sc(C(N)=O)c(N)c24)CCC3)cc1. The result is 0 (non-inhibitor).